This data is from Catalyst prediction with 721,799 reactions and 888 catalyst types from USPTO. The task is: Predict which catalyst facilitates the given reaction. (1) Reactant: [Cl:1][C:2]1[CH:7]=[CH:6][CH:5]=[CH:4][C:3]=1[C:8]([C:10]1[C:15]([Cl:16])=[N:14][C:13](Cl)=[CH:12][N:11]=1)=[O:9].[F:18][C:19]1[CH:24]=[C:23]([F:25])[CH:22]=[CH:21][C:20]=1[OH:26].C(=O)([O-])[O-].[K+].[K+]. Product: [Cl:16][C:15]1[C:10]([C:8]([C:3]2[CH:4]=[CH:5][CH:6]=[CH:7][C:2]=2[Cl:1])=[O:9])=[N:11][CH:12]=[C:13]([O:26][C:20]2[CH:21]=[CH:22][C:23]([F:25])=[CH:24][C:19]=2[F:18])[N:14]=1. The catalyst class is: 3. (2) Reactant: [CH:1]1([C@H:5]([NH:7][C:8]2[N:16]=[C:15]([C:17](=[O:19])[CH3:18])[N:14]=[C:13]3[C:9]=2[N:10]([CH2:29][C@H:30]2[CH2:35][CH2:34][C@H:33]([CH3:36])[CH2:32][CH2:31]2)[C:11]([C:20]2[CH:25]=[C:24]([CH:26]([CH3:28])[CH3:27])[CH:23]=[CH:22][N:21]=2)=[N:12]3)[CH3:6])[CH2:4][CH2:3][CH2:2]1.[BH4-].[Na+]. Product: [CH:1]1([C@H:5]([NH:7][C:8]2[N:16]=[C:15]([CH:17]([OH:19])[CH3:18])[N:14]=[C:13]3[C:9]=2[N:10]([CH2:29][C@H:30]2[CH2:35][CH2:34][C@H:33]([CH3:36])[CH2:32][CH2:31]2)[C:11]([C:20]2[CH:25]=[C:24]([CH:26]([CH3:27])[CH3:28])[CH:23]=[CH:22][N:21]=2)=[N:12]3)[CH3:6])[CH2:2][CH2:3][CH2:4]1. The catalyst class is: 92. (3) Reactant: [CH3:1][C:2]1[O:3][C:4]2[C:10]([CH2:11][OH:12])=[CH:9][C:8]([C:13]#[C:14][CH3:15])=[CH:7][C:5]=2[CH:6]=1.O[C:17]1[CH:22]=[CH:21][C:20]([CH2:23][CH2:24][C:25]([O:27][CH2:28][CH3:29])=[O:26])=[C:19]([CH3:30])[C:18]=1[CH3:31].P(CCCC)(CCCC)CCCC.C1CCN(C(N=NC(N2CCCCC2)=O)=O)CC1. Product: [CH3:30][C:19]1[C:18]([CH3:31])=[C:17]([O:12][CH2:11][C:10]2[C:4]3[O:3][C:2]([CH3:1])=[CH:6][C:5]=3[CH:7]=[C:8]([C:13]#[C:14][CH3:15])[CH:9]=2)[CH:22]=[CH:21][C:20]=1[CH2:23][CH2:24][C:25]([O:27][CH2:28][CH3:29])=[O:26]. The catalyst class is: 11. (4) Product: [CH2:12]([O:11][CH2:10][C@H:9]([N:8]([C:1]([O:3][C:4]([CH3:7])([CH3:6])[CH3:5])=[O:2])[CH3:22])[C:19]([OH:21])=[O:20])[C:13]1[CH:14]=[CH:15][CH:16]=[CH:17][CH:18]=1. Reactant: [C:1]([NH:8][C@H:9]([C:19]([OH:21])=[O:20])[CH2:10][O:11][CH2:12][C:13]1[CH:18]=[CH:17][CH:16]=[CH:15][CH:14]=1)([O:3][C:4]([CH3:7])([CH3:6])[CH3:5])=[O:2].[CH3:22]I.[H-].[Na+]. The catalyst class is: 355. (5) Reactant: [O:1]1[C:6]2=[CH:7][CH:8]=[CH:9][C:5]2=[CH:4][CH:3]=[C:2]1[N:10]([C:36]1[CH:41]=[CH:40][CH:39]=[CH:38][CH:37]=1)[C:11]([CH:13]([C:24]1[CH:29]=[CH:28][C:27]([C:30]2[CH2:35][CH2:34][CH2:33][CH2:32][CH:31]=2)=[CH:26][CH:25]=1)[CH2:14][C:15]1[CH:23]=[CH:22][C:18]([C:19]([OH:21])=[O:20])=[CH:17][CH:16]=1)=[O:12]. Product: [O:1]1[C:6]2=[CH:7][CH:8]=[CH:9][C:5]2=[CH:4][CH:3]=[C:2]1[N:10]([C:36]1[CH:41]=[CH:40][CH:39]=[CH:38][CH:37]=1)[C:11]([CH:13]([C:24]1[CH:25]=[CH:26][C:27]([CH:30]2[CH2:35][CH2:34][CH2:33][CH2:32][CH2:31]2)=[CH:28][CH:29]=1)[CH2:14][C:15]1[CH:23]=[CH:22][C:18]([C:19]([OH:21])=[O:20])=[CH:17][CH:16]=1)=[O:12]. The catalyst class is: 50. (6) Reactant: [CH2:1]([CH:7]1[CH2:9][O:8]1)[CH2:2][CH2:3][CH2:4][CH2:5][CH3:6].[NH:10]1[C:18]2[CH:17]=[CH:16][N:15]=[CH:14][C:13]=2[NH:12][C:11]1=[O:19].C(=O)([O-])[O-].[Cs+].[Cs+]. Product: [OH:8][CH:7]([CH2:1][CH2:2][CH2:3][CH2:4][CH2:5][CH3:6])[CH2:9][N:10]1[C:18]2[CH:17]=[CH:16][N:15]=[CH:14][C:13]=2[NH:12][C:11]1=[O:19].[OH:8][CH:7]([CH2:1][CH2:2][CH2:3][CH2:4][CH2:5][CH3:6])[CH2:9][N:12]1[C:13]2[CH:14]=[N:15][CH:16]=[CH:17][C:18]=2[NH:10][C:11]1=[O:19]. The catalyst class is: 3. (7) Reactant: [F:1][C:2]1(F)[C:11]2[C:6](=[CH:7][CH:8]=[CH:9][CH:10]=2)[CH:5]=[CH:4][C:3]1(F)[F:12].[OH-].[NH4+]. Product: [F:1][C:2]1[C:11]2[C:6](=[CH:7][CH:8]=[CH:9][CH:10]=2)[CH:5]=[CH:4][C:3]=1[F:12]. The catalyst class is: 324. (8) Reactant: [Br:1][C:2]1[CH:3]=[C:4]([S:9](Cl)(=[O:11])=[O:10])[CH:5]=[N:6][C:7]=1[Cl:8].[C:13]([O-])(O)=O.[Na+].S([O-])([O-])=O.[Na+].[Na+].IC. Product: [Br:1][C:2]1[C:7]([Cl:8])=[N:6][CH:5]=[C:4]([S:9]([CH3:13])(=[O:11])=[O:10])[CH:3]=1. The catalyst class is: 20. (9) Reactant: [Cl:1][C:2]1[CH:9]=[C:6]([CH:7]=[O:8])[C:5]([OH:10])=[CH:4][CH:3]=1.C([O-])([O-])=O.[K+].[K+].[F:17][C:18]([F:29])([F:28])[O:19][C:20]1[CH:27]=[CH:26][C:23]([CH2:24]Br)=[CH:22][CH:21]=1. Product: [Cl:1][C:2]1[CH:3]=[CH:4][C:5]([O:10][CH2:24][C:23]2[CH:26]=[CH:27][C:20]([O:19][C:18]([F:17])([F:28])[F:29])=[CH:21][CH:22]=2)=[C:6]([CH:9]=1)[CH:7]=[O:8]. The catalyst class is: 634.